The task is: Predict the reactants needed to synthesize the given product.. This data is from Full USPTO retrosynthesis dataset with 1.9M reactions from patents (1976-2016). (1) Given the product [Cl:7][C:8]1[CH:13]=[CH:12][C:11]([C@H:14]2[C@@:16]3([C:24]4[C:19](=[CH:20][CH:21]=[CH:22][CH:23]=4)[N:18]([CH2:25][C:26]4[CH:34]=[CH:33][CH:32]=[C:28]([C:29]([N:1]5[CH2:6][CH2:5][NH:4][CH2:3][CH2:2]5)=[O:30])[CH:27]=4)[C:17]3=[O:35])[CH2:15]2)=[CH:10][CH:9]=1, predict the reactants needed to synthesize it. The reactants are: [NH:1]1[CH2:6][CH2:5][NH:4][CH2:3][CH2:2]1.[Cl:7][C:8]1[CH:13]=[CH:12][C:11]([C@@H:14]2[C@:16]3([C:24]4[C:19](=[CH:20][CH:21]=[CH:22][CH:23]=4)[N:18]([CH2:25][C:26]4[CH:27]=[C:28]([CH:32]=[CH:33][CH:34]=4)[C:29](O)=[O:30])[C:17]3=[O:35])[CH2:15]2)=[CH:10][CH:9]=1. (2) Given the product [CH3:30][O:29][CH:26]1[CH2:25][CH2:24][N:23]([C:19]2[N:18]=[C:17]([NH:16][C:13]3[N:12]=[CH:11][C:10]4[CH:9]=[CH:8][N:7]([CH2:6][C:5]([CH3:32])([CH3:31])[C:4]([OH:33])=[O:3])[C:15]=4[CH:14]=3)[CH:22]=[CH:21][N:20]=2)[CH2:28][CH2:27]1, predict the reactants needed to synthesize it. The reactants are: C([O:3][C:4](=[O:33])[C:5]([CH3:32])([CH3:31])[CH2:6][N:7]1[C:15]2[CH:14]=[C:13]([NH:16][C:17]3[CH:22]=[CH:21][N:20]=[C:19]([N:23]4[CH2:28][CH2:27][CH:26]([O:29][CH3:30])[CH2:25][CH2:24]4)[N:18]=3)[N:12]=[CH:11][C:10]=2[CH:9]=[CH:8]1)C.[Li+].[OH-]. (3) Given the product [F:12][C:10]1[CH:9]=[C:8]([F:13])[CH:7]=[C:6]2[C:11]=1[C:2]([NH:38][C:27]1[C:26]([C:23]3[CH:24]=[CH:25][C:20]([S:17]([CH3:16])(=[O:19])=[O:18])=[CH:21][CH:22]=3)=[CH:31][N:30]=[C:29]([N:32]3[CH2:37][CH2:36][O:35][CH2:34][CH2:33]3)[CH:28]=1)=[C:3]([CH3:15])[C:4]([CH3:14])=[N:5]2, predict the reactants needed to synthesize it. The reactants are: Cl[C:2]1[C:11]2[C:6](=[CH:7][C:8]([F:13])=[CH:9][C:10]=2[F:12])[N:5]=[C:4]([CH3:14])[C:3]=1[CH3:15].[CH3:16][S:17]([C:20]1[CH:25]=[CH:24][C:23]([C:26]2[C:27]([NH2:38])=[CH:28][C:29]([N:32]3[CH2:37][CH2:36][O:35][CH2:34][CH2:33]3)=[N:30][CH:31]=2)=[CH:22][CH:21]=1)(=[O:19])=[O:18].C1(P(C2CCCCC2)C2C=CC=CC=2C2C(C(C)C)=CC(C(C)C)=CC=2C(C)C)CCCCC1.CC(C)([O-])C.[Na+]. (4) Given the product [C:1]1([C:16]2[CH:21]=[CH:20][CH:19]=[CH:18][CH:17]=2)[CH:6]=[CH:5][C:4]([CH:7]([NH:25][CH3:24])[CH2:8][N:9]2[CH2:14][CH2:13][O:12][CH2:11][CH2:10]2)=[CH:3][CH:2]=1, predict the reactants needed to synthesize it. The reactants are: [C:1]1([C:16]2[CH:21]=[CH:20][CH:19]=[CH:18][CH:17]=2)[CH:6]=[CH:5][C:4]([C:7](=O)[CH2:8][N:9]2[CH2:14][CH2:13][O:12][CH2:11][CH2:10]2)=[CH:3][CH:2]=1.CN.[C:24]([BH3-])#[N:25].[Na+].C(O)(=O)C. (5) Given the product [CH2:1]([C:4]1[C:5]([C:12]2[CH:17]=[CH:16][CH:15]=[CH:14][N:13]=2)=[N:6][O:7][C:8]=1[C:9]1[O:11][N:22]=[C:21]([C:23]2[CH:24]=[CH:25][C:26]([CH2:27][N:28]3[CH2:29][CH:30]([C:32]([O:34][C:35]([CH3:36])([CH3:38])[CH3:37])=[O:33])[CH2:31]3)=[CH:39][CH:40]=2)[N:20]=1)[CH2:2][CH3:3], predict the reactants needed to synthesize it. The reactants are: [CH2:1]([C:4]1[C:5]([C:12]2[CH:17]=[CH:16][CH:15]=[CH:14][N:13]=2)=[N:6][O:7][C:8]=1[C:9]([OH:11])=O)[CH2:2][CH3:3].[Li].O[N:20]=[C:21]([C:23]1[CH:40]=[CH:39][C:26]([CH2:27][N:28]2[CH2:31][CH:30]([C:32]([O:34][C:35]([CH3:38])([CH3:37])[CH3:36])=[O:33])[CH2:29]2)=[CH:25][CH:24]=1)[NH2:22].N1C=CC=CC=1C1C(C(F)(F)F)=C(C2ON=C(C3C=CC(CN4CC(C(O)=O)C4)=CC=3)N=2)ON=1.C1C=CC2N(O)N=NC=2C=1.Cl.C(N=C=NCCCN(C)C)C.C(N(C(C)C)CC)(C)C.